This data is from Forward reaction prediction with 1.9M reactions from USPTO patents (1976-2016). The task is: Predict the product of the given reaction. (1) Given the reactants [CH:1]1[CH:2]=[CH:3][C:4]([C@@H:7]([N:15]2[CH2:20][CH2:19][N:18]([CH2:21][CH2:22][O:23][CH2:24][C:25]([OH:27])=[O:26])[CH2:17][CH2:16]2)[C:8]2[CH:9]=[CH:10][C:11]([Cl:14])=[CH:12][CH:13]=2)=[CH:5][CH:6]=1.Cl.Cl.[Si](O)(O)(O)O.C([O-])(=O)CCCCCCCCCCCCCCCCC.[Mg+2].C([O-])(=O)CCCCCCCCCCCCCCCCC.P(=O)(O)(O)O, predict the reaction product. The product is: [CH:1]1[CH:2]=[CH:3][C:4]([C@@H:7]([N:15]2[CH2:20][CH2:19][N:18]([CH2:21][CH2:22][O:23][CH2:24][C:25]([OH:27])=[O:26])[CH2:17][CH2:16]2)[C:8]2[CH:9]=[CH:10][C:11]([Cl:14])=[CH:12][CH:13]=2)=[CH:5][CH:6]=1. (2) Given the reactants [F:1][C:2]1[CH:3]=[C:4]([OH:8])[CH:5]=[CH:6][CH:7]=1.[C:9](Cl)(=[O:12])[CH2:10][CH3:11], predict the reaction product. The product is: [F:1][C:2]1[CH:3]=[C:4]([O:8][C:9](=[O:12])[CH2:10][CH3:11])[CH:5]=[CH:6][CH:7]=1.